Predict the reactants needed to synthesize the given product. From a dataset of Full USPTO retrosynthesis dataset with 1.9M reactions from patents (1976-2016). (1) Given the product [Cl:8][C:5]1[N:4]=[C:3]2[C:2]([N:14]([CH3:15])[C:12](=[O:13])[CH2:11][CH2:10][N:9]2[CH3:16])=[CH:7][N:6]=1, predict the reactants needed to synthesize it. The reactants are: Br[C:2]1[C:3]([N:9]([CH3:16])[CH2:10][CH2:11][C:12]([NH:14][CH3:15])=[O:13])=[N:4][C:5]([Cl:8])=[N:6][CH:7]=1.C1(P(C2C=CC=CC=2)C2C=CC=C3C=2OC2C(P(C4C=CC=CC=4)C4C=CC=CC=4)=CC=CC=2C3(C)C)C=CC=CC=1.C([O-])([O-])=O.[Cs+].[Cs+]. (2) Given the product [Cl:1][C:2]1[N:3]=[C:4]([C:13]#[C:12][CH:14]2[CH2:16][CH2:15]2)[C:5]2[O:10][CH:9]=[CH:8][C:6]=2[N:7]=1, predict the reactants needed to synthesize it. The reactants are: [Cl:1][C:2]1[N:3]=[C:4](Cl)[C:5]2[O:10][CH:9]=[CH:8][C:6]=2[N:7]=1.[C:12]([CH:14]1[CH2:16][CH2:15]1)#[CH:13]. (3) Given the product [CH3:1][N:2]([CH3:3])[CH2:4][C@H:5]([N:27]1[C:35]([C:36]2[CH:41]=[CH:40][CH:39]=[CH:38][CH:37]=2)=[C:34]2[C:29]([N:30]([CH3:45])[C:31](=[O:44])[N:32]([CH3:43])[C:33]2=[O:42])=[CH:28]1)[CH2:6][SH:7], predict the reactants needed to synthesize it. The reactants are: [CH3:1][N:2]([CH2:4][C@H:5]([N:27]1[C:35]([C:36]2[CH:41]=[CH:40][CH:39]=[CH:38][CH:37]=2)=[C:34]2[C:29]([N:30]([CH3:45])[C:31](=[O:44])[N:32]([CH3:43])[C:33]2=[O:42])=[CH:28]1)[CH2:6][S:7]C(C1C=CC=CC=1)(C1C=CC=CC=1)C1C=CC=CC=1)[CH3:3].C(O)(C(F)(F)F)=O.C([SiH](CC)CC)C. (4) Given the product [C:36]([NH:35][C:33]1[N:34]=[C:29]2[CH:28]=[CH:27][C:26]([O:25][C:24]3[CH:23]=[C:22]([NH:21][C:9](=[O:11])[C:8]4[CH:12]=[CH:13][CH:14]=[C:6]([C:3]5([C:1]#[N:2])[CH2:4][CH2:5]5)[CH:7]=4)[CH:41]=[CH:40][CH:39]=3)=[N:31][N:30]2[CH:32]=1)(=[O:38])[CH3:37], predict the reactants needed to synthesize it. The reactants are: [C:1]([C:3]1([C:6]2[CH:7]=[C:8]([CH:12]=[CH:13][CH:14]=2)[C:9]([OH:11])=O)[CH2:5][CH2:4]1)#[N:2].C(Cl)(=O)C(Cl)=O.[NH2:21][C:22]1[CH:23]=[C:24]([CH:39]=[CH:40][CH:41]=1)[O:25][C:26]1[CH:27]=[CH:28][C:29]2[N:30]([CH:32]=[C:33]([NH:35][C:36](=[O:38])[CH3:37])[N:34]=2)[N:31]=1.C(=O)([O-])O.[Na+].